From a dataset of Full USPTO retrosynthesis dataset with 1.9M reactions from patents (1976-2016). Predict the reactants needed to synthesize the given product. (1) The reactants are: Cl.[O:2]1[CH2:7][CH2:6][N:5]([CH2:8][C:9]([OH:11])=O)[CH2:4][CH2:3]1.F[P-](F)(F)(F)(F)F.N1(O[P+](N2CCCC2)(N2CCCC2)N2CCCC2)C2C=CC=CC=2N=N1.[CH3:45][C:46]1[C:50]([CH3:51])=[C:49]([C:52]([NH:54][C:55]2[CH:56]=[C:57]3[CH:63]=[C:62]([C:64]4[CH2:65][CH2:66][NH:67][CH2:68][CH:69]=4)[NH:61][C:58]3=[N:59][CH:60]=2)=[O:53])[NH:48][N:47]=1.C(N(CC)C(C)C)(C)C. Given the product [CH3:45][C:46]1[C:50]([CH3:51])=[C:49]([C:52]([NH:54][C:55]2[CH:56]=[C:57]3[CH:63]=[C:62]([C:64]4[CH2:65][CH2:66][N:67]([C:9](=[O:11])[CH2:8][N:5]5[CH2:4][CH2:3][O:2][CH2:7][CH2:6]5)[CH2:68][CH:69]=4)[NH:61][C:58]3=[N:59][CH:60]=2)=[O:53])[NH:48][N:47]=1, predict the reactants needed to synthesize it. (2) Given the product [Br:4][C:5]1[CH:10]=[CH:9][C:8]([CH:11]([OH:12])[CH3:1])=[C:7]([Cl:13])[CH:6]=1, predict the reactants needed to synthesize it. The reactants are: [CH3:1][Mg]Br.[Br:4][C:5]1[CH:10]=[CH:9][C:8]([CH2:11][OH:12])=[C:7]([Cl:13])[CH:6]=1.[Cl-].[NH4+]. (3) Given the product [CH3:1][O:2][C:3]1[CH:12]=[C:11]2[C:6]([C:7]([O:13][CH2:14][C:15]3[N:19]4[CH:20]=[C:21]([C:24]5[CH2:29][CH2:28][NH:27][CH2:26][CH:25]=5)[CH:22]=[CH:23][C:18]4=[N:17][N:16]=3)=[CH:8][CH:9]=[N:10]2)=[CH:5][CH:4]=1, predict the reactants needed to synthesize it. The reactants are: [CH3:1][O:2][C:3]1[CH:12]=[C:11]2[C:6]([C:7]([O:13][CH2:14][C:15]3[N:19]4[CH:20]=[C:21]([C:24]5[CH2:29][CH2:28][N:27](C(OC(C)(C)C)=O)[CH2:26][CH:25]=5)[CH:22]=[CH:23][C:18]4=[N:17][N:16]=3)=[CH:8][CH:9]=[N:10]2)=[CH:5][CH:4]=1.Cl.C(N(CC)CC)C. (4) Given the product [OH:8][C:9]1[CH:22]=[C:21]2[C:12]([C@@H:13]3[C@@H:18]([CH2:19][CH2:20]2)[C@@H:17]([CH2:23][CH2:24][CH:25]([CH3:26])[CH3:27])[CH2:16][C:15](=[O:28])[CH2:14]3)=[CH:11][CH:10]=1, predict the reactants needed to synthesize it. The reactants are: C([O:8][C:9]1[CH:22]=[C:21]2[C:12]([C@@H:13]3[C@@H:18]([CH2:19][CH2:20]2)[C@@H:17]([CH2:23][CH2:24][CH:25]([CH3:27])[CH3:26])[CH2:16][C:15](=[O:28])[CH2:14]3)=[CH:11][CH:10]=1)C1C=CC=CC=1.C1COCC1.